This data is from Full USPTO retrosynthesis dataset with 1.9M reactions from patents (1976-2016). The task is: Predict the reactants needed to synthesize the given product. (1) Given the product [Cl:1][C:2]1[N:11]=[C:10]([N:23]2[CH2:24][CH2:25][CH2:26][CH:21]([C:19]([N:13]3[CH2:14][CH2:15][O:16][CH2:17][CH2:18]3)=[O:20])[CH2:22]2)[C:9]2[C:4](=[CH:5][CH:6]=[CH:7][CH:8]=2)[N:3]=1, predict the reactants needed to synthesize it. The reactants are: [Cl:1][C:2]1[N:11]=[C:10](Cl)[C:9]2[C:4](=[CH:5][CH:6]=[CH:7][CH:8]=2)[N:3]=1.[N:13]1([C:19]([CH:21]2[CH2:26][CH2:25][CH2:24][NH:23][CH2:22]2)=[O:20])[CH2:18][CH2:17][O:16][CH2:15][CH2:14]1. (2) The reactants are: C(OC1N=NC(C#CC2C=CC(C(F)(F)F)=CN=2)=CC=1OCC1C=CC=CC=1)C1C=CC=CC=1.[CH2:35]([O:42][C:43]1[N:44]=[N:45][C:46]([C:57]#[CH:58])=[CH:47][C:48]=1[O:49][CH2:50][C:51]1[CH:56]=[CH:55][CH:54]=[CH:53][CH:52]=1)[C:36]1[CH:41]=[CH:40][CH:39]=[CH:38][CH:37]=1.I[C:60]1[CH:65]=[CH:64][C:63]([O:66][CH3:67])=[C:62]([O:68][CH3:69])[CH:61]=1. Given the product [CH2:35]([O:42][C:43]1[N:44]=[N:45][C:46]([C:57]#[C:58][C:60]2[CH:65]=[CH:64][C:63]([O:66][CH3:67])=[C:62]([O:68][CH3:69])[CH:61]=2)=[CH:47][C:48]=1[O:49][CH2:50][C:51]1[CH:56]=[CH:55][CH:54]=[CH:53][CH:52]=1)[C:36]1[CH:37]=[CH:38][CH:39]=[CH:40][CH:41]=1, predict the reactants needed to synthesize it. (3) Given the product [C:1]([C:3]1[CH:8]=[CH:7][C:6]([C:9]2([F:31])[CH2:12][N:11]([C:13]([O:15][C:16]([CH3:19])([CH3:18])[CH3:17])=[O:14])[CH2:10]2)=[CH:5][CH:4]=1)#[N:2], predict the reactants needed to synthesize it. The reactants are: [C:1]([C:3]1[CH:8]=[CH:7][C:6]([C:9]2(O)[CH2:12][N:11]([C:13]([O:15][C:16]([CH3:19])([CH3:18])[CH3:17])=[O:14])[CH2:10]2)=[CH:5][CH:4]=1)#[N:2].COCCN(S(F)(F)[F:31])CCOC. (4) Given the product [Cl:19][C:17]1[CH:16]=[CH:15][C:14]2[N:8]([CH2:7][C:6]([CH3:48])([CH3:49])[CH2:5][OH:4])[C:9](=[O:47])[C@@H:10]([CH2:28][C:29]([NH:31][C:32]3[CH:33]=[C:34]([O:38][C:39]([F:45])([F:46])[C:40]([OH:42])=[O:41])[CH:35]=[CH:36][CH:37]=3)=[O:30])[O:11][C@@H:12]([CH2:20][CH:21]([CH3:27])[CH2:22][CH3:23])[C:13]=2[CH:18]=1, predict the reactants needed to synthesize it. The reactants are: C([O:4][CH2:5][C:6]([CH3:49])([CH3:48])[CH2:7][N:8]1[C:14]2[CH:15]=[CH:16][C:17]([Cl:19])=[CH:18][C:13]=2[C@H:12]([C:20]2C=C[CH:23]=[C:22](C)[C:21]=2[CH3:27])[O:11][C@H:10]([CH2:28][C:29]([NH:31][C:32]2[CH:33]=[C:34]([O:38][C:39]([F:46])([F:45])[C:40]([O:42]CC)=[O:41])[CH:35]=[CH:36][CH:37]=2)=[O:30])[C:9]1=[O:47])(=O)C.[OH-].[Na+].C(O)C.